Dataset: Peptide-MHC class I binding affinity with 185,985 pairs from IEDB/IMGT. Task: Regression. Given a peptide amino acid sequence and an MHC pseudo amino acid sequence, predict their binding affinity value. This is MHC class I binding data. (1) The peptide sequence is NCYNLEIKK. The MHC is HLA-A11:01 with pseudo-sequence HLA-A11:01. The binding affinity (normalized) is 0. (2) The peptide sequence is TTTDISKYF. The MHC is HLA-B58:01 with pseudo-sequence HLA-B58:01. The binding affinity (normalized) is 0.381.